This data is from Forward reaction prediction with 1.9M reactions from USPTO patents (1976-2016). The task is: Predict the product of the given reaction. (1) Given the reactants [NH2:1][C@@H:2]1[C:8](=[O:9])[N:7]([CH2:10][CH2:11][O:12][CH2:13][C:14]2[CH:19]=[CH:18][CH:17]=[CH:16][CH:15]=2)[C:6]2[CH:20]=[CH:21][CH:22]=[CH:23][C:5]=2[C:4]2[CH:24]=[CH:25][CH:26]=[CH:27][C:3]1=2.[OH:28][C:29]([CH3:42])([C:33]([NH:35][CH2:36][CH2:37][C:38]([F:41])([F:40])[F:39])=[O:34])[C:30](O)=[O:31], predict the reaction product. The product is: [CH2:13]([O:12][CH2:11][CH2:10][N:7]1[C:8](=[O:9])[C@@H:2]([NH:1][C:30](=[O:31])[C:29]([OH:28])([CH3:42])[C:33]([NH:35][CH2:36][CH2:37][C:38]([F:41])([F:39])[F:40])=[O:34])[C:3]2[CH:27]=[CH:26][CH:25]=[CH:24][C:4]=2[C:5]2[CH:23]=[CH:22][CH:21]=[CH:20][C:6]1=2)[C:14]1[CH:19]=[CH:18][CH:17]=[CH:16][CH:15]=1. (2) The product is: [CH2:20]([NH:22][C:23]([N:13]1[C:14]([CH3:16])=[CH:15][C:11]([O:10][C:8]2[CH:9]=[C:4]([O:3][CH2:1][CH3:2])[CH:5]=[CH:6][C:7]=2[N+:17]([O-:19])=[O:18])=[N:12]1)=[O:24])[CH3:21]. Given the reactants [CH2:1]([O:3][C:4]1[CH:5]=[CH:6][C:7]([N+:17]([O-:19])=[O:18])=[C:8]([O:10][C:11]2[CH:15]=[C:14]([CH3:16])[NH:13][N:12]=2)[CH:9]=1)[CH3:2].[CH2:20]([N:22]=[C:23]=[O:24])[CH3:21].C(=O)([O-])[O-].[K+].[K+], predict the reaction product.